This data is from Merck oncology drug combination screen with 23,052 pairs across 39 cell lines. The task is: Regression. Given two drug SMILES strings and cell line genomic features, predict the synergy score measuring deviation from expected non-interaction effect. (1) Drug 1: C#Cc1cccc(Nc2ncnc3cc(OCCOC)c(OCCOC)cc23)c1. Drug 2: CCc1cnn2c(NCc3ccc[n+]([O-])c3)cc(N3CCCCC3CCO)nc12. Cell line: A427. Synergy scores: synergy=-3.55. (2) Drug 1: NC(=O)c1cccc2cn(-c3ccc(C4CCCNC4)cc3)nc12. Drug 2: Cn1cc(-c2cnn3c(N)c(Br)c(C4CCCNC4)nc23)cn1. Cell line: DLD1. Synergy scores: synergy=7.20.